Task: Predict which catalyst facilitates the given reaction.. Dataset: Catalyst prediction with 721,799 reactions and 888 catalyst types from USPTO Reactant: [CH3:1][O:2][C:3]1[CH:8]=[CH:7][C:6]([CH2:9][CH:10]([CH3:19])[NH:11][CH2:12][C:13]2[CH:18]=[CH:17][CH:16]=[CH:15][CH:14]=2)=[CH:5][CH:4]=1.C1C=CC([C@@H](O)C(O)=O)=CC=1. Product: [CH3:1][O:2][C:3]1[CH:4]=[CH:5][C:6]([CH2:9][C@@H:10]([CH3:19])[NH:11][CH2:12][C:13]2[CH:18]=[CH:17][CH:16]=[CH:15][CH:14]=2)=[CH:7][CH:8]=1. The catalyst class is: 7.